The task is: Predict which catalyst facilitates the given reaction.. This data is from Catalyst prediction with 721,799 reactions and 888 catalyst types from USPTO. (1) Reactant: [NH2:1][CH:2]([C:4]1[O:8][C:7]([C:9]2[CH:14]=[C:13]([N:15]([CH2:21][CH2:22][O:23][CH3:24])[CH2:16][C@@H:17]3[CH2:19][C@H:18]3[CH3:20])[N:12]=[C:11]([N:25]([CH3:30])[S:26]([CH3:29])(=[O:28])=[O:27])[C:10]=2[Cl:31])=[N:6][N:5]=1)[CH3:3].Cl.O1CCOCC1. Product: [ClH:31].[NH2:1][CH:2]([C:4]1[O:8][C:7]([C:9]2[CH:14]=[C:13]([N:15]([CH2:21][CH2:22][O:23][CH3:24])[CH2:16][C@@H:17]3[CH2:19][C@H:18]3[CH3:20])[N:12]=[C:11]([N:25]([CH3:30])[S:26]([CH3:29])(=[O:27])=[O:28])[C:10]=2[Cl:31])=[N:6][N:5]=1)[CH3:3]. The catalyst class is: 2. (2) Reactant: [OH-:1].[K+].[CH:3]([C:6]1[N:10]=[C:9]([C:11]2[CH:12]=[CH:13][C:14]([N:19]3[CH2:24][CH2:23][NH:22][CH2:21][CH2:20]3)=[C:15]([CH:18]=2)[C:16]#[N:17])[O:8][N:7]=1)([CH3:5])[CH3:4]. Product: [CH:3]([C:6]1[N:10]=[C:9]([C:11]2[CH:12]=[CH:13][C:14]([N:19]3[CH2:20][CH2:21][NH:22][CH2:23][CH2:24]3)=[C:15]([CH:18]=2)[C:16]([NH2:17])=[O:1])[O:8][N:7]=1)([CH3:5])[CH3:4]. The catalyst class is: 218. (3) Reactant: Br[CH2:2][CH2:3][CH:4]([CH3:6])[CH3:5].II.[CH3:9][C:10]1[O:11][C:12]([CH3:17])=[C:13]([CH:15]=[O:16])[N:14]=1.[NH4+].[Cl-]. Product: [CH3:9][C:10]1[O:11][C:12]([CH3:17])=[C:13]([CH:15]([OH:16])[CH2:2][CH2:3][CH:4]([CH3:6])[CH3:5])[N:14]=1. The catalyst class is: 1. (4) Reactant: C(OC([N:8]1[CH2:13][CH:12]=[C:11]([C:14]2[NH:42][C:17]3=[N:18][CH:19]=[CH:20][C:21]([C:22]4[CH:27]=[CH:26][C:25]([CH2:28][NH:29][C:30]([C:32]5[O:33][C:34]([C:37]([CH3:40])([CH3:39])[CH3:38])=[N:35][N:36]=5)=[O:31])=[C:24]([F:41])[CH:23]=4)=[C:16]3[N:15]=2)[CH2:10][CH2:9]1)=O)(C)(C)C.Cl.C(Cl)Cl.CC#N.O. Product: [F:41][C:24]1[CH:23]=[C:22]([C:21]2[CH:20]=[CH:19][N:18]=[C:17]3[NH:42][C:14]([C:11]4[CH2:12][CH2:13][NH:8][CH2:9][CH:10]=4)=[N:15][C:16]=23)[CH:27]=[CH:26][C:25]=1[CH2:28][NH:29][C:30]([C:32]1[O:33][C:34]([C:37]([CH3:40])([CH3:38])[CH3:39])=[N:35][N:36]=1)=[O:31]. The catalyst class is: 12.